Task: Predict the product of the given reaction.. Dataset: Forward reaction prediction with 1.9M reactions from USPTO patents (1976-2016) (1) Given the reactants [OH:1][CH2:2][CH2:3][NH:4][S:5]([C:8]1[S:9][C:10]2[CH:17]=[CH:16][C:15]([C:18]3[CH:27]=[CH:26][C:21]([C:22]([O:24][CH3:25])=[O:23])=[CH:20][CH:19]=3)=[CH:14][C:11]=2[C:12]=1[CH3:13])(=[O:7])=[O:6].[Si:28](Cl)([C:31]([CH3:34])([CH3:33])[CH3:32])([CH3:30])[CH3:29].N1C=CN=C1, predict the reaction product. The product is: [Si:28]([O:1][CH2:2][CH2:3][NH:4][S:5]([C:8]1[S:9][C:10]2[CH:17]=[CH:16][C:15]([C:18]3[CH:27]=[CH:26][C:21]([C:22]([O:24][CH3:25])=[O:23])=[CH:20][CH:19]=3)=[CH:14][C:11]=2[C:12]=1[CH3:13])(=[O:7])=[O:6])([C:31]([CH3:34])([CH3:33])[CH3:32])([CH3:30])[CH3:29]. (2) Given the reactants ON1C2C=CC=CC=2N=N1.Cl.C(N=C=NCCCN(C)C)C.[CH3:23][N:24]1[CH2:29][CH2:28][NH:27][CH2:26][CH2:25]1.[C:30]1([C:36]2[N:37]([C:44]3[CH:45]=[N:46][CH:47]=[CH:48][CH:49]=3)[CH:38]=[C:39]([C:41]([OH:43])=O)[N:40]=2)[CH:35]=[CH:34][CH:33]=[CH:32][CH:31]=1, predict the reaction product. The product is: [C:30]1([C:36]2[N:37]([C:44]3[CH:45]=[N:46][CH:47]=[CH:48][CH:49]=3)[CH:38]=[C:39]([C:41]([N:27]3[CH2:28][CH2:29][N:24]([CH3:23])[CH2:25][CH2:26]3)=[O:43])[N:40]=2)[CH:31]=[CH:32][CH:33]=[CH:34][CH:35]=1. (3) The product is: [Cl:24][C:22]1[CH:21]=[C:20]([S:25]([NH:1][C:2]2[CH:3]=[C:4]3[C:8](=[CH:9][CH:10]=2)[N:7]([CH2:11][CH2:12][N:13]([CH3:15])[CH3:14])[C:6]([CH3:16])=[CH:5]3)(=[O:26])=[O:27])[CH:19]=[C:18]([Cl:17])[CH:23]=1. Given the reactants [NH2:1][C:2]1[CH:3]=[C:4]2[C:8](=[CH:9][CH:10]=1)[N:7]([CH2:11][CH2:12][N:13]([CH3:15])[CH3:14])[C:6]([CH3:16])=[CH:5]2.[Cl:17][C:18]1[CH:19]=[C:20]([S:25](Cl)(=[O:27])=[O:26])[CH:21]=[C:22]([Cl:24])[CH:23]=1, predict the reaction product.